Dataset: Reaction yield outcomes from USPTO patents with 853,638 reactions. Task: Predict the reaction yield, written as a fraction of the theoretical maximum amount of product (1.0 means a 100% yield; for example, 0.34 means a 34% yield). (1) The reactants are [CH2:1]=[O:2].[ClH:3].[C:4]([N:8]1[C:12](OC)=[CH:11][C:10]([C:15]([F:18])([F:17])[F:16])=[N:9]1)([CH3:7])([CH3:6])[CH3:5].O.[C:20](O)(=O)C. No catalyst specified. The product is [C:4]([N:8]1[C:1]([O:2][CH3:20])=[C:11]([CH2:12][Cl:3])[C:10]([C:15]([F:16])([F:17])[F:18])=[N:9]1)([CH3:5])([CH3:6])[CH3:7]. The yield is 0.890. (2) The reactants are [CH3:1][C:2]([O:5][C:6]([NH:8][CH2:9][CH2:10][C:11]([OH:13])=O)=[O:7])([CH3:4])[CH3:3].CN(C(ON1N=NC2C=CC=NC1=2)=[N+](C)C)C.F[P-](F)(F)(F)(F)F.CCN(C(C)C)C(C)C.[C:47]([N:50]1[C:59]2[C:54](=[CH:55][C:56]([C:60]([NH:62]O)=[NH:61])=[CH:57][CH:58]=2)[C@H:53]([NH:64][C:65](=[O:70])[O:66][CH:67]([CH3:69])[CH3:68])[CH2:52][C@@H:51]1[CH3:71])(=[O:49])[CH3:48]. The catalyst is CN(C)C=O. The product is [C:47]([N:50]1[C:59]2[C:54](=[CH:55][C:56]([C:60]3[N:62]=[C:11]([CH2:10][CH2:9][NH:8][C:6]([O:5][C:2]([CH3:1])([CH3:3])[CH3:4])=[O:7])[O:13][N:61]=3)=[CH:57][CH:58]=2)[C@H:53]([NH:64][C:65](=[O:70])[O:66][CH:67]([CH3:68])[CH3:69])[CH2:52][C@@H:51]1[CH3:71])(=[O:49])[CH3:48]. The yield is 0.518.